From a dataset of Reaction yield outcomes from USPTO patents with 853,638 reactions. Predict the reaction yield, written as a fraction of the theoretical maximum amount of product (1.0 means a 100% yield; for example, 0.34 means a 34% yield). The reactants are [CH:1]1([NH:4][C:5]([NH:7][C:8]2[CH:13]=[CH:12][C:11]([C:14]3[N:15]=[C:16]([N:23]4[CH2:28][CH2:27][O:26][CH2:25][C@@H:24]4[CH3:29])[C:17]4[CH2:22][NH:21][CH2:20][C:18]=4[N:19]=3)=[CH:10][CH:9]=2)=[O:6])[CH2:3][CH2:2]1.Cl[C:31]([O:33][CH3:34])=[O:32]. The catalyst is O1CCOCC1. The product is [CH:1]1([NH:4][C:5](=[O:6])[NH:7][C:8]2[CH:9]=[CH:10][C:11]([C:14]3[N:15]=[C:16]([N:23]4[CH2:28][CH2:27][O:26][CH2:25][C@@H:24]4[CH3:29])[C:17]4[CH2:22][N:21]([C:31]([O:33][CH3:34])=[O:32])[CH2:20][C:18]=4[N:19]=3)=[CH:12][CH:13]=2)[CH2:2][CH2:3]1. The yield is 0.150.